This data is from Forward reaction prediction with 1.9M reactions from USPTO patents (1976-2016). The task is: Predict the product of the given reaction. Given the reactants C1([Se]Cl)C=CC=CC=1.N1C=CC=CC=1.[CH3:15][CH:16]1[CH2:21][CH2:20][CH:19]([C:22]([O:24][CH2:25][CH3:26])=[O:23])[C:18](=[O:27])[CH2:17]1, predict the reaction product. The product is: [CH3:15][CH:16]1[CH2:17][C:18](=[O:27])[C:19]([C:22]([O:24][CH2:25][CH3:26])=[O:23])=[CH:20][CH2:21]1.